From a dataset of Full USPTO retrosynthesis dataset with 1.9M reactions from patents (1976-2016). Predict the reactants needed to synthesize the given product. (1) Given the product [NH2:1][C:2]1[C:11]2[CH:10]=[CH:9][C:8]([F:12])=[C:7]([C:27]3[CH:26]=[CH:25][C:24]([O:23][CH3:22])=[CH:29][C:28]=3[O:30][CH3:31])[C:6]=2[N:5]=[C:4]2[CH2:14][N:15]([CH:18]3[CH2:21][CH2:20][CH2:19]3)[C:16](=[O:17])[C:3]=12, predict the reactants needed to synthesize it. The reactants are: [NH2:1][C:2]1[C:11]2[CH:10]=[CH:9][C:8]([F:12])=[C:7](Br)[C:6]=2[N:5]=[C:4]2[CH2:14][N:15]([CH:18]3[CH2:21][CH2:20][CH2:19]3)[C:16](=[O:17])[C:3]=12.[CH3:22][O:23][C:24]1[CH:29]=[C:28]([O:30][CH3:31])[CH:27]=[CH:26][C:25]=1B(O)O. (2) Given the product [Si:1]([O:8][C:9]([CH3:19])([CH3:18])[CH2:10][N:11]1[CH:15]=[C:14]([Sn:25]([CH3:27])([CH3:26])[CH3:24])[N:13]=[C:12]1[CH3:17])([C:4]([CH3:7])([CH3:6])[CH3:5])([CH3:3])[CH3:2], predict the reactants needed to synthesize it. The reactants are: [Si:1]([O:8][C:9]([CH3:19])([CH3:18])[CH2:10][N:11]1[CH:15]=[C:14](I)[N:13]=[C:12]1[CH3:17])([C:4]([CH3:7])([CH3:6])[CH3:5])([CH3:3])[CH3:2].C([Mg]Br)C.[CH3:24][Sn:25](Cl)([CH3:27])[CH3:26]. (3) The reactants are: [N:1]1[CH:2]=[C:3]([C:10](OCC)=[O:11])[N:4]2[C:9]=1[CH:8]=[CH:7][CH:6]=[N:5]2.[H-].[Al+3].[Li+].[H-].[H-].[H-]. Given the product [N:1]1[CH:2]=[C:3]([CH2:10][OH:11])[N:4]2[C:9]=1[CH:8]=[CH:7][CH:6]=[N:5]2, predict the reactants needed to synthesize it. (4) Given the product [CH:19]1[CH:20]=[CH:21][C:22]2[NH:14][CH:15]=[C:16]([C:23]([O:25][C@@H:29]3[CH2:28][C@H:27]4[N:32]5[CH2:33][C:34](=[O:35])[C@@H:36]([CH2:26]4)[CH2:37][C@@H:31]5[CH2:30]3)=[O:24])[C:17]=2[CH:18]=1, predict the reactants needed to synthesize it. The reactants are: FC(F)(F)C(OC(=O)C(F)(F)F)=O.[NH:14]1[C:22]2[C:17](=[CH:18][CH:19]=[CH:20][CH:21]=2)[C:16]([C:23]([OH:25])=[O:24])=[CH:15]1.[CH2:26]1[CH:36]2[CH2:37][C@@H:31]3[N:32]([CH2:33][C:34]2=[O:35])[C@H:27]1[CH2:28][CH:29](O)[CH2:30]3. (5) Given the product [Cl:1][C:2]1[CH:10]=[CH:9][C:8]([C:11]2[N:12]([C:22]([O:24][C:25]([CH3:27])([CH3:26])[CH3:28])=[O:23])[C:13]3[C:18]([CH:19]=2)=[CH:17][C:16]([CH2:20][NH:34][CH2:33][CH2:32][N:31]([CH3:35])[CH3:30])=[CH:15][CH:14]=3)=[C:7]2[C:3]=1[CH2:4][NH:5][C:6]2=[O:29], predict the reactants needed to synthesize it. The reactants are: [Cl:1][C:2]1[CH:10]=[CH:9][C:8]([C:11]2[N:12]([C:22]([O:24][C:25]([CH3:28])([CH3:27])[CH3:26])=[O:23])[C:13]3[C:18]([CH:19]=2)=[CH:17][C:16]([CH:20]=O)=[CH:15][CH:14]=3)=[C:7]2[C:3]=1[CH2:4][NH:5][C:6]2=[O:29].[CH3:30][N:31]([CH3:35])[CH2:32][CH2:33][NH2:34].C(O)(=O)C.C(O[BH-](OC(=O)C)OC(=O)C)(=O)C.[Na+].C(=O)([O-])[O-].[Na+].[Na+]. (6) The reactants are: Cl[CH2:2][O:3][C:4](=[O:29])[NH:5][C:6]1[CH:11]=[CH:10][CH:9]=[C:8]([C:12]2[CH:21]=[N:20][C:19]3[C:18]([N:22]4[CH2:27][CH2:26][O:25][CH2:24][CH2:23]4)=[N:17][C:16]([Cl:28])=[N:15][C:14]=3[CH:13]=2)[CH:7]=1.[C:30]([OH:33])(=[O:32])[CH3:31]. Given the product [C:30]([O:33][CH2:2][O:3][C:4](=[O:29])[NH:5][C:6]1[CH:11]=[CH:10][CH:9]=[C:8]([C:12]2[CH:21]=[N:20][C:19]3[C:18]([N:22]4[CH2:23][CH2:24][O:25][CH2:26][CH2:27]4)=[N:17][C:16]([Cl:28])=[N:15][C:14]=3[CH:13]=2)[CH:7]=1)(=[O:32])[CH3:31], predict the reactants needed to synthesize it. (7) Given the product [ClH:39].[ClH:39].[N:28]1[C:27]2[CH:26]=[CH:25][CH:24]=[C:23]([CH2:22][O:14][C:13]3[C:8]([NH:7][C:4]4[S:5][CH:6]=[C:2]([CH3:1])[N:3]=4)=[N:9][CH:10]=[CH:11][CH:12]=3)[C:31]=2[NH:30][CH:29]=1, predict the reactants needed to synthesize it. The reactants are: [CH3:1][C:2]1[N:3]=[C:4]([NH:7][C:8]2[C:13]([OH:14])=[CH:12][CH:11]=[CH:10][N:9]=2)[S:5][CH:6]=1.C(=O)([O-])[O-].[K+].[K+].Br[CH2:22][C:23]1[C:31]2[N:30]=[CH:29][N:28](C(OC(C)(C)C)=O)[C:27]=2[CH:26]=[CH:25][CH:24]=1.[ClH:39].